Task: Predict the reaction yield, written as a fraction of the theoretical maximum amount of product (1.0 means a 100% yield; for example, 0.34 means a 34% yield).. Dataset: Reaction yield outcomes from USPTO patents with 853,638 reactions (1) The reactants are [C:1]([NH:8][O:9][CH2:10][CH2:11][OH:12])([O:3][C:4]([CH3:7])([CH3:6])[CH3:5])=[O:2].[Br:13][C:14]([CH3:19])([CH3:18])[C:15](O)=[O:16].C(N(CC)CC)C. The catalyst is ClCCl. The product is [Br:13][C:14]([CH3:19])([CH3:18])[C:15]([O:12][CH2:11][CH2:10][O:9][NH:8][C:1]([O:3][C:4]([CH3:6])([CH3:7])[CH3:5])=[O:2])=[O:16]. The yield is 0.780. (2) The reactants are [Si]([C:5]#[N:6])(C)(C)C.[Si:7]([O:14][C:15]1[CH:20]=[CH:19][CH:18]=[CH:17][C:16]=1[CH2:21][CH:22]=[O:23])([C:10]([CH3:13])([CH3:12])[CH3:11])([CH3:9])[CH3:8].[H-].[H-].[H-].[H-].[Li+].[Al+3].C1COCC1.[OH-].[Na+]. The catalyst is CCOCC.[Zn+2].[I-].[I-].O. The product is [NH2:6][CH2:5][CH:22]([OH:23])[CH2:21][C:16]1[CH:17]=[CH:18][CH:19]=[CH:20][C:15]=1[O:14][Si:7]([C:10]([CH3:13])([CH3:12])[CH3:11])([CH3:9])[CH3:8]. The yield is 0.576. (3) The reactants are [NH2:1][C:2]1[CH:3]=[C:4]([NH:8][C:9]2[N:10]=[CH:11][C:12]3[CH:18]=[C:17]([C:19]4[CH:24]=[CH:23][CH:22]=[CH:21][C:20]=4[Cl:25])[C:16](=[O:26])[N:15]([CH3:27])[C:13]=3[N:14]=2)[CH:5]=[CH:6][CH:7]=1.[C:28]([C:30](=[CH:34][CH:35]1[CH2:37][CH2:36]1)[C:31](O)=[O:32])#[N:29].CN(C(ON1N=NC2C=CC=NC1=2)=[N+](C)C)C.F[P-](F)(F)(F)(F)F.CCN(C(C)C)C(C)C. The catalyst is C(Cl)Cl. The product is [Cl:25][C:20]1[CH:21]=[CH:22][CH:23]=[CH:24][C:19]=1[C:17]1[C:16](=[O:26])[N:15]([CH3:27])[C:13]2[N:14]=[C:9]([NH:8][C:4]3[CH:3]=[C:2]([NH:1][C:31](=[O:32])[C:30]([C:28]#[N:29])=[CH:34][CH:35]4[CH2:37][CH2:36]4)[CH:7]=[CH:6][CH:5]=3)[N:10]=[CH:11][C:12]=2[CH:18]=1. The yield is 0.170.